This data is from NCI-60 drug combinations with 297,098 pairs across 59 cell lines. The task is: Regression. Given two drug SMILES strings and cell line genomic features, predict the synergy score measuring deviation from expected non-interaction effect. Drug 1: COC1=C2C(=CC3=C1OC=C3)C=CC(=O)O2. Drug 2: C1CNP(=O)(OC1)N(CCCl)CCCl. Cell line: MOLT-4. Synergy scores: CSS=-1.98, Synergy_ZIP=2.60, Synergy_Bliss=2.62, Synergy_Loewe=-1.22, Synergy_HSA=-2.37.